From a dataset of Catalyst prediction with 721,799 reactions and 888 catalyst types from USPTO. Predict which catalyst facilitates the given reaction. (1) Reactant: [OH:1][C@H:2]1[C:6]([CH3:8])([CH3:7])[CH2:5][O:4][C:3]1=[O:9].C(NC(C)C)(C)C.[C:17](Cl)(=[O:20])[CH:18]=[CH2:19].Cl. Product: [C:17]([O:1][C@H:2]1[C:6]([CH3:8])([CH3:7])[CH2:5][O:4][C:3]1=[O:9])(=[O:20])[CH:18]=[CH2:19]. The catalyst class is: 317. (2) Reactant: [C:1]12[CH2:13][CH2:12][CH2:11][CH2:10][C:9]=1[S:8][C:7]1[N:6]=[CH:5][N:4]=[C:3]([OH:14])[C:2]2=1.C(C1C(=O)C(Cl)=C(Cl)C(=O)C=1C#N)#N. Product: [C:1]12[CH:13]=[CH:12][CH:11]=[CH:10][C:9]=1[S:8][C:7]1[N:6]=[CH:5][N:4]=[C:3]([OH:14])[C:2]2=1. The catalyst class is: 12. (3) Reactant: Cl.[NH2:2][C@@H:3]1[CH2:7][CH2:6][CH2:5][C@@H:4]1[NH:8][C:9](=[O:20])[C:10]1[C:15]([O:16][CH3:17])=[CH:14][CH:13]=[CH:12][C:11]=1[O:18][CH3:19].N[C@H]1CCC[C@@H]1NC(=O)OC(C)(C)C.COC1C(OC)=C(C=CC=1)C([Cl:42])=O.C(=O)(O)[O-].[Na+]. Product: [ClH:42].[NH2:2][C@H:3]1[CH2:7][CH2:6][CH2:5][C@@H:4]1[NH:8][C:9](=[O:20])[C:10]1[C:15]([O:16][CH3:17])=[CH:14][CH:13]=[CH:12][C:11]=1[O:18][CH3:19]. The catalyst class is: 4. (4) Reactant: Cl.[NH2:2][CH2:3][CH2:4][NH:5][C:6](=[O:16])[CH2:7]/[CH:8]=[CH:9]/[C:10]1[CH:11]=[N:12][CH:13]=[CH:14][CH:15]=1.[C:17](O)(=[O:37])[CH2:18][CH2:19][CH2:20]/[CH:21]=[CH:22]\[CH2:23]/[CH:24]=[CH:25]\[CH2:26]/[CH:27]=[CH:28]\[CH2:29]/[CH:30]=[CH:31]\[CH2:32]/[CH:33]=[CH:34]\[CH2:35][CH3:36].CN(C(ON1N=NC2C=CC=NC1=2)=[N+](C)C)C.F[P-](F)(F)(F)(F)F.CCN(C(C)C)C(C)C. Product: [N:12]1[CH:13]=[CH:14][CH:15]=[C:10](/[CH:9]=[CH:8]/[CH2:7][C:6]([NH:5][CH2:4][CH2:3][NH:2][C:17](=[O:37])[CH2:18][CH2:19][CH2:20]/[CH:21]=[CH:22]\[CH2:23]/[CH:24]=[CH:25]\[CH2:26]/[CH:27]=[CH:28]\[CH2:29]/[CH:30]=[CH:31]\[CH2:32]/[CH:33]=[CH:34]\[CH2:35][CH3:36])=[O:16])[CH:11]=1. The catalyst class is: 210. (5) Reactant: F[C:2]1[N:7]=[N:6][C:5]([N:8]([CH2:16][C:17]2([C:21]3[C:26]([F:27])=[CH:25][CH:24]=[CH:23][N:22]=3)[CH2:20][CH2:19][CH2:18]2)[C:9](=[O:15])[O:10][C:11]([CH3:14])([CH3:13])[CH3:12])=[CH:4][CH:3]=1.[C:28]([C:30]1[CH:34]=[CH:33][NH:32][CH:31]=1)#[N:29].C(=O)([O-])[O-].[K+].[K+].C(OCC)(=O)C. Product: [C:28]([C:30]1[CH:34]=[CH:33][N:32]([C:2]2[N:7]=[N:6][C:5]([N:8]([CH2:16][C:17]3([C:21]4[C:26]([F:27])=[CH:25][CH:24]=[CH:23][N:22]=4)[CH2:20][CH2:19][CH2:18]3)[C:9](=[O:15])[O:10][C:11]([CH3:13])([CH3:12])[CH3:14])=[CH:4][CH:3]=2)[CH:31]=1)#[N:29]. The catalyst class is: 3. (6) Reactant: [CH:1]([C:4]1[N:5]([C:20]2[CH:25]=[CH:24][CH:23]=[CH:22][CH:21]=2)[C:6](=[O:19])[C:7]2[C:8](=[O:18])[C:9]3[CH:17]=[CH:16][CH:15]=[CH:14][C:10]=3[NH:11][C:12]=2[CH:13]=1)([CH3:3])[CH3:2].[CH3:26]N(C=O)C.CI.O. Product: [CH:1]([C:4]1[N:5]([C:20]2[CH:25]=[CH:24][CH:23]=[CH:22][CH:21]=2)[C:6](=[O:19])[C:7]2[C:8](=[O:18])[C:9]3[CH:17]=[CH:16][CH:15]=[CH:14][C:10]=3[N:11]([CH3:26])[C:12]=2[CH:13]=1)([CH3:3])[CH3:2]. The catalyst class is: 2. (7) Reactant: O[C:2]1([C:15]2[CH:20]=[C:19]([C:21]([F:24])([F:23])[F:22])[CH:18]=[CH:17][N:16]=2)[CH2:7][CH2:6][N:5]([C:8]([O:10][C:11]([CH3:14])([CH3:13])[CH3:12])=[O:9])[CH2:4][CH2:3]1.S(Cl)(Cl)=O. Product: [C:11]([O:10][C:8]([N:5]1[CH2:4][CH:3]=[C:2]([C:15]2[CH:20]=[C:19]([C:21]([F:24])([F:23])[F:22])[CH:18]=[CH:17][N:16]=2)[CH2:7][CH2:6]1)=[O:9])([CH3:14])([CH3:12])[CH3:13]. The catalyst class is: 17. (8) Reactant: C(=O)([O-])[O-].[Cs+].[Cs+].[CH2:7](I)[CH3:8].[C:10]1([C:20]([OH:22])=[O:21])[C:19]2[C:14](=[CH:15][CH:16]=[CH:17][CH:18]=2)[CH:13]=[CH:12][CH:11]=1. Product: [CH2:7]([O:21][C:20]([C:10]1[C:19]2[C:14](=[CH:15][CH:16]=[CH:17][CH:18]=2)[CH:13]=[CH:12][CH:11]=1)=[O:22])[CH3:8]. The catalyst class is: 10. (9) The catalyst class is: 2. Reactant: [CH3:1][C@H:2]1[CH2:7][NH:6][CH2:5][C@@H:4]([CH3:8])[NH:3]1.C(N(CC)CC)C.[CH3:16][S:17](Cl)(=[O:19])=[O:18]. Product: [CH3:16][S:17]([N:6]1[CH2:5][CH:4]([CH3:8])[NH:3][CH:2]([CH3:1])[CH2:7]1)(=[O:19])=[O:18]. (10) Reactant: [CH2:1]([S:8][C:9]1[N:10]([CH2:16][C:17]([N:19]([CH2:28][CH2:29][NH:30][C:31]([O:33][CH2:34][CH:35]2[C:47]3[CH:46]=[CH:45][CH:44]=[CH:43][C:42]=3[C:41]3[C:36]2=[CH:37][CH:38]=[CH:39][CH:40]=3)=[O:32])[CH2:20][C:21]([O:23]C(C)(C)C)=[O:22])=[O:18])[CH:11]=[CH:12][C:13](=[O:15])[N:14]=1)[C:2]1[CH:7]=[CH:6][CH:5]=[CH:4][CH:3]=1.C(O)(C(F)(F)F)=O. Product: [CH2:1]([S:8][C:9]1[N:10]([CH2:16][C:17]([N:19]([CH2:28][CH2:29][NH:30][C:31]([O:33][CH2:34][CH:35]2[C:36]3[CH:37]=[CH:38][CH:39]=[CH:40][C:41]=3[C:42]3[C:47]2=[CH:46][CH:45]=[CH:44][CH:43]=3)=[O:32])[CH2:20][C:21]([OH:23])=[O:22])=[O:18])[CH:11]=[CH:12][C:13](=[O:15])[N:14]=1)[C:2]1[CH:3]=[CH:4][CH:5]=[CH:6][CH:7]=1. The catalyst class is: 5.